Dataset: Forward reaction prediction with 1.9M reactions from USPTO patents (1976-2016). Task: Predict the product of the given reaction. (1) Given the reactants F[B-](F)(F)F.[CH3:6][O+](C)C.[C:10]([C:12]1[CH:17]=[CH:16][C:15]([CH:18]([C:33]2[C:43](=[O:44])[CH2:42][C:36]3([CH2:41][CH2:40][O:39][CH2:38][CH2:37]3)[CH2:35][C:34]=2[OH:45])[NH:19][C:20]([NH:22][C:23]2[CH:28]=[CH:27][CH:26]=[C:25]([C:29]([F:32])([F:31])[F:30])[CH:24]=2)=[O:21])=[CH:14][CH:13]=1)#[N:11].C(N(CC)C(C)C)(C)C, predict the reaction product. The product is: [C:10]([C:12]1[CH:13]=[CH:14][C:15]([CH:18]([C:33]2[C:34](=[O:45])[CH2:35][C:36]3([CH2:37][CH2:38][O:39][CH2:40][CH2:41]3)[CH2:42][C:43]=2[O:44][CH3:6])[NH:19][C:20]([NH:22][C:23]2[CH:28]=[CH:27][CH:26]=[C:25]([C:29]([F:32])([F:31])[F:30])[CH:24]=2)=[O:21])=[CH:16][CH:17]=1)#[N:11]. (2) The product is: [Cl:1][C:2]1[CH:3]=[C:4]([C:9]2([C:31]([F:32])([F:34])[F:33])[O:13][N:12]=[C:11]([C:14]3[C:23]4[C:18](=[CH:19][CH:20]=[CH:21][CH:22]=4)[C:17]([C:24]4[O:25][C:28](=[O:30])[CH2:27][N:26]=4)=[CH:16][CH:15]=3)[CH2:10]2)[CH:5]=[C:6]([Cl:8])[CH:7]=1. Given the reactants [Cl:1][C:2]1[CH:3]=[C:4]([C:9]2([C:31]([F:34])([F:33])[F:32])[O:13][N:12]=[C:11]([C:14]3[C:23]4[C:18](=[CH:19][CH:20]=[CH:21][CH:22]=4)[C:17]([C:24]([NH:26][CH2:27][C:28]([OH:30])=O)=[O:25])=[CH:16][CH:15]=3)[CH2:10]2)[CH:5]=[C:6]([Cl:8])[CH:7]=1, predict the reaction product.